From a dataset of Catalyst prediction with 721,799 reactions and 888 catalyst types from USPTO. Predict which catalyst facilitates the given reaction. (1) Reactant: [H-].[Na+].CCC1(C2C=CC=CC=2)C(=O)NC(=O)NC1=O.[CH3:20][O:21][CH2:22][CH2:23][O:24]CCO.[CH2:28]([O:30][C:31](=[O:59])[CH2:32][CH2:33][CH2:34][CH2:35][CH2:36][O:37][CH2:38][CH2:39][O:40][CH2:41][CH2:42][O:43][CH2:44][CH2:45][O:46][CH2:47][CH2:48][O:49][CH2:50][CH2:51][O:52][CH2:53][CH2:54]S(C)(=O)=O)[CH3:29]. Product: [CH2:28]([O:30][C:31](=[O:59])[CH2:32][CH2:33][CH2:34][CH2:35][CH2:36][O:37][CH2:38][CH2:39][O:40][CH2:41][CH2:42][O:43][CH2:44][CH2:45][O:46][CH2:47][CH2:48][O:49][CH2:50][CH2:51][O:52][CH2:53][CH2:54][O:24][CH2:23][CH2:22][O:21][CH3:20])[CH3:29]. The catalyst class is: 11. (2) Reactant: [NH2:1][C:2]1[CH:9]=[CH:8][C:5]([C:6]#[N:7])=[CH:4][CH:3]=1.[C:10]([S-:12])#[N:11].[NH4+].BrBr. Product: [NH2:11][C:10]1[S:12][C:3]2[CH:4]=[C:5]([C:6]#[N:7])[CH:8]=[CH:9][C:2]=2[N:1]=1. The catalyst class is: 15.